Predict the reactants needed to synthesize the given product. From a dataset of Full USPTO retrosynthesis dataset with 1.9M reactions from patents (1976-2016). The reactants are: [O:1]=[C:2]1[CH2:7][CH2:6][CH:5]([C:8]([O:10][CH2:11][CH3:12])=[O:9])[CH2:4][CH2:3]1.[CH2:13](O)[CH2:14][OH:15].CC1C=CC(S(O)(=O)=O)=CC=1. Given the product [CH2:11]([O:10][C:8]([CH:5]1[CH2:6][CH2:7][C:2]2([O:15][CH2:14][CH2:13][O:1]2)[CH2:3][CH2:4]1)=[O:9])[CH3:12], predict the reactants needed to synthesize it.